This data is from Reaction yield outcomes from USPTO patents with 853,638 reactions. The task is: Predict the reaction yield, written as a fraction of the theoretical maximum amount of product (1.0 means a 100% yield; for example, 0.34 means a 34% yield). (1) The reactants are [SH:1][C:2]1[S:3][C:4]2[CH:10]=[CH:9][CH:8]=[CH:7][C:5]=2[N:6]=1.[OH-:11].[Na+].CC(C)=[O:15].Cl[CH2:18][C:19]1[C:20]([C:34]2[CH:39]=[CH:38][C:37]([F:40])=[CH:36][CH:35]=2)=[N:21][C:22]([N:28]([CH3:33])[S:29]([CH3:32])(=[O:31])=[O:30])=[N:23][C:24]=1[CH:25]([CH3:27])[CH3:26]. The catalyst is O.C(OCC)(=O)C.CCCCCC. The product is [S:3]1[C:4]2[CH:10]=[CH:9][CH:8]=[CH:7][C:5]=2[N:6]=[C:2]1[S:1]([CH2:18][C:19]1[C:20]([C:34]2[CH:39]=[CH:38][C:37]([F:40])=[CH:36][CH:35]=2)=[N:21][C:22]([N:28]([CH3:33])[S:29]([CH3:32])(=[O:31])=[O:30])=[N:23][C:24]=1[CH:25]([CH3:27])[CH3:26])(=[O:15])=[O:11]. The yield is 0.840. (2) The reactants are [H-].C([Al+]CC(C)C)C(C)C.C[O:12][C:13]([C:15]1([OH:38])[CH2:20][C@@H:19]([O:21][Si:22]([C:25]([CH3:28])([CH3:27])[CH3:26])([CH3:24])[CH3:23])[C:18](=[CH2:29])[C@H:17]([O:30][Si:31]([C:34]([CH3:37])([CH3:36])[CH3:35])([CH3:33])[CH3:32])[CH2:16]1)=O. The catalyst is CCOCC. The product is [Si:22]([O:21][C@H:19]1[C:18](=[CH2:29])[C@H:17]([O:30][Si:31]([C:34]([CH3:37])([CH3:36])[CH3:35])([CH3:33])[CH3:32])[CH2:16][C:15]([CH2:13][OH:12])([OH:38])[CH2:20]1)([C:25]([CH3:27])([CH3:28])[CH3:26])([CH3:24])[CH3:23]. The yield is 0.240.